This data is from Reaction yield outcomes from USPTO patents with 853,638 reactions. The task is: Predict the reaction yield, written as a fraction of the theoretical maximum amount of product (1.0 means a 100% yield; for example, 0.34 means a 34% yield). (1) The reactants are [Cl:1][C:2]1[CH:3]=[C:4]2[C:9](=[CH:10][CH:11]=1)[N:8]([CH3:12])[CH:7]([C:13]([F:16])([F:15])[F:14])[C:6]([C:17]([O:19]CC)=[O:18])=[CH:5]2.[OH-].[Li+].Cl.C(OCC)C. The catalyst is CO.O1CCCC1.O. The product is [Cl:1][C:2]1[CH:3]=[C:4]2[C:9](=[CH:10][CH:11]=1)[N:8]([CH3:12])[CH:7]([C:13]([F:16])([F:14])[F:15])[C:6]([C:17]([OH:19])=[O:18])=[CH:5]2. The yield is 0.980. (2) The reactants are [CH3:1][N:2]1[C:6]([N:7]2[CH2:13][CH2:12][CH2:11][N:10]([C:14]([O:16][C:17]([CH3:20])([CH3:19])[CH3:18])=[O:15])[CH2:9][CH2:8]2)=[C:5]([N+:21]([O-])=O)[CH:4]=[N:3]1.[NH4+].[Cl-].CCO. The catalyst is [Fe].O. The product is [NH2:21][C:5]1[CH:4]=[N:3][N:2]([CH3:1])[C:6]=1[N:7]1[CH2:13][CH2:12][CH2:11][N:10]([C:14]([O:16][C:17]([CH3:19])([CH3:18])[CH3:20])=[O:15])[CH2:9][CH2:8]1. The yield is 0.933. (3) The reactants are [C:1]1([C:7]2[NH:11][CH:10]=[C:9]([CH:12]=[O:13])[CH:8]=2)[CH:6]=[CH:5][CH:4]=[CH:3][CH:2]=1.[H-].[Na+].C1OCCOCCOCCOCCOC1.Cl[S:32]([C:35]1[CH:36]=[C:37]([CH:42]=[CH:43][CH:44]=1)[C:38]([O:40][CH3:41])=[O:39])(=[O:34])=[O:33]. No catalyst specified. The product is [CH:12]([C:9]1[CH:8]=[C:7]([C:1]2[CH:6]=[CH:5][CH:4]=[CH:3][CH:2]=2)[N:11]([S:32]([C:35]2[CH:36]=[C:37]([CH:42]=[CH:43][CH:44]=2)[C:38]([O:40][CH3:41])=[O:39])(=[O:34])=[O:33])[CH:10]=1)=[O:13]. The yield is 0.690.